From a dataset of Reaction yield outcomes from USPTO patents with 853,638 reactions. Predict the reaction yield, written as a fraction of the theoretical maximum amount of product (1.0 means a 100% yield; for example, 0.34 means a 34% yield). The reactants are O=P(Cl)(Cl)[Cl:3].CN(C=O)C.[NH2:11][C:12]1[S:13][C:14]2[C:19](O)=[N:18][C:17]([S:21][C@H:22]([C:24]3[CH:29]=[CH:28][CH:27]=[CH:26][C:25]=3[F:30])[CH3:23])=[N:16][C:15]=2[N:31]=1.O. The catalyst is O1CCOCC1. The product is [Cl:3][C:19]1[C:14]2[S:13][C:12]([NH2:11])=[N:31][C:15]=2[N:16]=[C:17]([S:21][C@H:22]([C:24]2[CH:29]=[CH:28][CH:27]=[CH:26][C:25]=2[F:30])[CH3:23])[N:18]=1. The yield is 0.880.